From a dataset of Full USPTO retrosynthesis dataset with 1.9M reactions from patents (1976-2016). Predict the reactants needed to synthesize the given product. (1) Given the product [Br:1][C:2]1[C:3]([NH:17][C:14]2[CH:13]=[C:12]([O:11][CH3:10])[NH:16][N:15]=2)=[N:4][C:5]([Cl:8])=[N:6][CH:7]=1, predict the reactants needed to synthesize it. The reactants are: [Br:1][C:2]1[C:3](Cl)=[N:4][C:5]([Cl:8])=[N:6][CH:7]=1.[CH3:10][O:11][C:12]1[NH:16][N:15]=[C:14]([NH2:17])[CH:13]=1.C(N(CC)CC)C. (2) The reactants are: [CH2:1]([O:8][CH2:9][CH:10]([NH:13][CH3:14])[C:11]#[N:12])[C:2]1[CH:7]=[CH:6][CH:5]=[CH:4][CH:3]=1.CC(C[AlH]CC(C)C)C. Given the product [CH2:1]([O:8][CH2:9][CH:10]([NH:13][CH3:14])[CH2:11][NH2:12])[C:2]1[CH:7]=[CH:6][CH:5]=[CH:4][CH:3]=1, predict the reactants needed to synthesize it. (3) Given the product [NH2:1][C:2]1[S:3][C:4]([C:17]2[CH:22]=[CH:21][CH:20]=[C:19]([F:23])[CH:18]=2)=[C:5]([C:7]([N:9]2[C@H:14]([CH2:15][NH:16][C:34]([C:33]3[C:27]4[O:26][C:25]([F:37])([F:24])[O:29][C:28]=4[CH:30]=[CH:31][CH:32]=3)=[O:35])[CH2:13][C@H:12]3[C@@H:10]2[CH2:11]3)=[O:8])[N:6]=1, predict the reactants needed to synthesize it. The reactants are: [NH2:1][C:2]1[S:3][C:4]([C:17]2[CH:22]=[CH:21][CH:20]=[C:19]([F:23])[CH:18]=2)=[C:5]([C:7]([N:9]2[C@H:14]([CH2:15][NH2:16])[CH2:13][C@H:12]3[C@@H:10]2[CH2:11]3)=[O:8])[N:6]=1.[F:24][C:25]1([F:37])[O:29][C:28]2[CH:30]=[CH:31][CH:32]=[C:33]([C:34](O)=[O:35])[C:27]=2[O:26]1. (4) Given the product [C:1]([C:3]1[C:8]([CH3:9])=[CH:7][CH:6]=[CH:5][C:4]=1[S:10]([N:13]=[C:16]([O:17][CH3:18])[O:15][CH3:14])(=[O:12])=[O:11])#[N:2], predict the reactants needed to synthesize it. The reactants are: [C:1]([C:3]1[C:8]([CH3:9])=[CH:7][CH:6]=[CH:5][C:4]=1[S:10]([NH2:13])(=[O:12])=[O:11])#[N:2].[CH3:14][O:15][C:16](OC)(OC)[O:17][CH3:18]. (5) The reactants are: [H-].[H-].[H-].[H-].[Li+].[Al+3].S(=O)(=O)(O)O.[CH3:12][O:13][C:14]1[CH:19]=[CH:18][C:17]([CH:20]=[C:21]([N+:24]([O-])=O)[CH2:22][CH3:23])=[CH:16][C:15]=1CCC.[OH-].[Na+].[CH2:32]1C[O:35][CH2:34][CH2:33]1. Given the product [CH3:12][O:13][C:14]1[CH:19]=[CH:18][C:17]([CH2:20][CH:21]([NH2:24])[CH2:22][CH3:23])=[CH:16][C:15]=1[O:35][CH2:34][CH2:33][CH3:32], predict the reactants needed to synthesize it. (6) Given the product [C:15]1([CH3:22])[CH:16]=[C:17]([CH3:21])[CH:18]=[C:19]([CH3:20])[C:14]=1[NH:11][C:12]([NH:10][CH2:9][CH2:8][CH2:7][N:5]1[CH:6]=[C:2]([CH3:1])[N:3]=[CH:4]1)=[S:13], predict the reactants needed to synthesize it. The reactants are: [CH3:1][C:2]1[N:3]=[CH:4][N:5]([CH2:7][CH2:8][CH2:9][NH2:10])[CH:6]=1.[N:11]([C:14]1[C:19]([CH3:20])=[CH:18][C:17]([CH3:21])=[CH:16][C:15]=1[CH3:22])=[C:12]=[S:13]. (7) Given the product [CH3:10][O:9][C:7]1[CH:6]=[C:5]([NH:11][C:13](=[O:14])[CH3:12])[CH:4]=[C:3]([O:2][CH3:1])[CH:8]=1, predict the reactants needed to synthesize it. The reactants are: [CH3:1][O:2][C:3]1[CH:4]=[C:5]([NH2:11])[CH:6]=[C:7]([O:9][CH3:10])[CH:8]=1.[CH3:12][C:13](OC(C)=O)=[O:14].CCCCCC.